Dataset: Reaction yield outcomes from USPTO patents with 853,638 reactions. Task: Predict the reaction yield, written as a fraction of the theoretical maximum amount of product (1.0 means a 100% yield; for example, 0.34 means a 34% yield). (1) The reactants are [Cl:1][C:2]1[CH:7]=[CH:6][C:5]([N:8]2[C:13](=[O:14])[C:12]3[CH:15]=[N:16][N:17]([C:18]4[CH:23]=[CH:22][CH:21]=[CH:20][CH:19]=4)[C:11]=3[N:10]=[C:9]2[C:24]2[CH:36]=[CH:35][C:27]([C:28]([N:30]=[CH:31][N:32](C)C)=[O:29])=[CH:26][CH:25]=2)=[CH:4][CH:3]=1.NO.Cl.[OH-].[Na+]. The catalyst is C(O)(=O)C. The product is [Cl:1][C:2]1[CH:7]=[CH:6][C:5]([N:8]2[C:13](=[O:14])[C:12]3[CH:15]=[N:16][N:17]([C:18]4[CH:23]=[CH:22][CH:21]=[CH:20][CH:19]=4)[C:11]=3[N:10]=[C:9]2[C:24]2[CH:36]=[CH:35][C:27]([C:28]3[O:29][N:32]=[CH:31][N:30]=3)=[CH:26][CH:25]=2)=[CH:4][CH:3]=1. The yield is 0.850. (2) The reactants are Br[C:2]1[CH:9]=[CH:8][C:5]([C:6]#[N:7])=[C:4]([Cl:10])[CH:3]=1.[F:11][C:12]1[CH:17]=[CH:16][CH:15]=[CH:14][C:13]=1B(O)O.C(=O)([O-])[O-].[Na+].[Na+]. The catalyst is O1CCCC1.C1C=CC([P]([Pd]([P](C2C=CC=CC=2)(C2C=CC=CC=2)C2C=CC=CC=2)([P](C2C=CC=CC=2)(C2C=CC=CC=2)C2C=CC=CC=2)[P](C2C=CC=CC=2)(C2C=CC=CC=2)C2C=CC=CC=2)(C2C=CC=CC=2)C2C=CC=CC=2)=CC=1. The product is [Cl:10][C:4]1[CH:3]=[C:2]([C:13]2[CH:14]=[CH:15][CH:16]=[CH:17][C:12]=2[F:11])[CH:9]=[CH:8][C:5]=1[C:6]#[N:7]. The yield is 0.990.